From a dataset of Full USPTO retrosynthesis dataset with 1.9M reactions from patents (1976-2016). Predict the reactants needed to synthesize the given product. Given the product [Cl:119][C:3]1[CH:22]=[CH:21][C:6]([CH2:7][C:8]([C:10]2[C:11](=[O:20])[O:12][C:13]3[C:18]([CH:19]=2)=[CH:17][CH:16]=[CH:15][CH:14]=3)=[O:9])=[CH:5][CH:4]=1, predict the reactants needed to synthesize it. The reactants are: CO[C:3]1[CH:22]=[CH:21][C:6]([CH2:7][C:8]([C:10]2[C:11](=[O:20])[O:12][C:13]3[C:18]([CH:19]=2)=[CH:17][CH:16]=[CH:15][CH:14]=3)=[O:9])=[CH:5][CH:4]=1.COC1C=CC(CC(C2C(=O)OC3C(C=2)=C(OC)C=C(OC)C=3)=O)=CC=1.COC1C=CC(CC(C2C(=O)OC3C(C=2)=CC([N+]([O-])=O)=CC=3[N+]([O-])=O)=O)=CC=1.COC1C=CC(CC(C2C(=O)OC3C(C=2)=CC(Br)=CC=3)=O)=CC=1.COC1C=CC(CC(C2C(=O)OC3C(C=2)=CC([Cl:119])=CC=3)=O)=CC=1.COC1C=CC(CC(C2C(=O)OC3C(C=2)=CC=C(OC)C=3)=O)=CC=1.COC1C=CC(CC(C2C(=O)OC3C(C=2)=CC=C(O)C=3)=O)=CC=1.